Task: Predict the reaction yield, written as a fraction of the theoretical maximum amount of product (1.0 means a 100% yield; for example, 0.34 means a 34% yield).. Dataset: Reaction yield outcomes from USPTO patents with 853,638 reactions (1) The reactants are [Cl:1][C:2]1[C:3]2[N:4]([C:8]([C@H:11]3[CH2:16][N:15]4[C:17](=[O:22])[O:18][C:19]([CH3:21])([CH3:20])[C@@H:14]4[CH2:13][CH2:12]3)=[N:9][CH:10]=2)[CH:5]=[CH:6][N:7]=1.[Br:23]N1C(=O)CCC1=O. The catalyst is CC#N. The product is [Br:23][C:10]1[N:9]=[C:8]([C@H:11]2[CH2:16][N:15]3[C:17](=[O:22])[O:18][C:19]([CH3:20])([CH3:21])[C@@H:14]3[CH2:13][CH2:12]2)[N:4]2[CH:5]=[CH:6][N:7]=[C:2]([Cl:1])[C:3]=12. The yield is 0.853. (2) The reactants are [Cl:1][C:2]1[CH:7]=[CH:6][C:5]([NH:8][C:9]([C:11]2[O:12][CH:13]=[CH:14][CH:15]=2)=[O:10])=[C:4]([I:16])[CH:3]=1.[C:17](O[C:17]([O:19][C:20]([CH3:23])([CH3:22])[CH3:21])=[O:18])([O:19][C:20]([CH3:23])([CH3:22])[CH3:21])=[O:18]. The catalyst is CN(C)C1C=CN=CC=1.CN(C=O)C.O. The product is [Cl:1][C:2]1[CH:7]=[CH:6][C:5]([N:8]([C:9]([C:11]2[O:12][CH:13]=[CH:14][CH:15]=2)=[O:10])[C:17](=[O:18])[O:19][C:20]([CH3:23])([CH3:22])[CH3:21])=[C:4]([I:16])[CH:3]=1. The yield is 0.530. (3) The reactants are [OH:1][CH2:2][C:3]1[CH:4]=[C:5]([NH:11][CH2:12][CH2:13][O:14][CH2:15][CH2:16][O:17][CH2:18][CH2:19][O:20][CH2:21][CH2:22][O:23][CH2:24][CH2:25][O:26][CH2:27][CH2:28][O:29][CH2:30][CH2:31][O:32][CH2:33][CH2:34][O:35][CH2:36][CH2:37][O:38][CH2:39][CH2:40][O:41][CH2:42][CH2:43][O:44][CH2:45][CH2:46][O:47][CH2:48][CH2:49][C:50]([O:52][CH3:53])=[O:51])[CH:6]=[C:7]([CH2:9][OH:10])[CH:8]=1.IC.[C:56](=O)([O-])[O-].[K+].[K+]. The catalyst is CN(C=O)C.O. The product is [OH:1][CH2:2][C:3]1[CH:4]=[C:5]([N:11]([CH2:12][CH2:13][O:14][CH2:15][CH2:16][O:17][CH2:18][CH2:19][O:20][CH2:21][CH2:22][O:23][CH2:24][CH2:25][O:26][CH2:27][CH2:28][O:29][CH2:30][CH2:31][O:32][CH2:33][CH2:34][O:35][CH2:36][CH2:37][O:38][CH2:39][CH2:40][O:41][CH2:42][CH2:43][O:44][CH2:45][CH2:46][O:47][CH2:48][CH2:49][C:50]([O:52][CH3:53])=[O:51])[CH3:56])[CH:6]=[C:7]([CH2:9][OH:10])[CH:8]=1. The yield is 0.920. (4) The reactants are [N+:1]([C:4]1[CH:9]=[CH:8][C:7]([C:10]2[N:18]3[C:13]([CH:14]=[CH:15][CH:16]=[CH:17]3)=[CH:12][C:11]=2[C:19]([F:22])([F:21])[F:20])=[CH:6][CH:5]=1)([O-])=O.CCOC(C)=O. The catalyst is CO.[Pd]. The product is [F:22][C:19]([F:20])([F:21])[C:11]1[CH:12]=[C:13]2[N:18]([C:10]=1[C:7]1[CH:8]=[CH:9][C:4]([NH2:1])=[CH:5][CH:6]=1)[CH2:17][CH2:16][CH2:15][CH2:14]2. The yield is 0.850. (5) The reactants are Br[C:2]1[CH:3]=[C:4]2[C:9](=[CH:10][CH:11]=1)[C:8](=[O:12])[NH:7][CH2:6][CH2:5]2.[CH3:13][C:14]1([CH3:30])[C:18]([CH3:20])([CH3:19])[O:17][B:16]([B:16]2[O:17][C:18]([CH3:20])([CH3:19])[C:14]([CH3:30])([CH3:13])[O:15]2)[O:15]1.C([O-])(=O)C.[K+].ClCCl. The catalyst is O1CCOCC1.C1(P(C2C=CC=CC=2)[C-]2C=CC=C2)C=CC=CC=1.[C-]1(P(C2C=CC=CC=2)C2C=CC=CC=2)C=CC=C1.[Fe+2]. The product is [CH3:13][C:14]1([CH3:30])[C:18]([CH3:20])([CH3:19])[O:17][B:16]([C:2]2[CH:3]=[C:4]3[C:9](=[CH:10][CH:11]=2)[C:8](=[O:12])[NH:7][CH2:6][CH2:5]3)[O:15]1. The yield is 0.940.